This data is from Forward reaction prediction with 1.9M reactions from USPTO patents (1976-2016). The task is: Predict the product of the given reaction. (1) Given the reactants [OH:1][C:2]1[CH:11]=[CH:10][C:9]([N+:12]([O-:14])=[O:13])=[CH:8][C:3]=1[C:4]([O:6][CH3:7])=[O:5].[F:15][C:16]1[CH:21]=[CH:20][C:19]([CH:22]([C:24]2[CH:29]=[CH:28][C:27]([C:30]([F:33])([F:32])[F:31])=[CH:26][CH:25]=2)O)=[CH:18][CH:17]=1.C1(C)C=CC=CC=1.C1(P(C2C=CC=CC=2)C2C=CC=CC=2)C=CC=CC=1, predict the reaction product. The product is: [F:15][C:16]1[CH:17]=[CH:18][C:19]([CH:22]([C:24]2[CH:29]=[CH:28][C:27]([C:30]([F:31])([F:32])[F:33])=[CH:26][CH:25]=2)[O:1][C:2]2[CH:11]=[CH:10][C:9]([N+:12]([O-:14])=[O:13])=[CH:8][C:3]=2[C:4]([O:6][CH3:7])=[O:5])=[CH:20][CH:21]=1. (2) Given the reactants [F:1][C:2]1[CH:7]=[CH:6][CH:5]=[CH:4][C:3]=1[C:8]([NH:10][C:11]1[CH:20]=[CH:19][C:14]([C:15](OC)=[O:16])=[C:13]([O:21][CH3:22])[CH:12]=1)=[O:9].O.[NH2:24][NH2:25], predict the reaction product. The product is: [F:1][C:2]1[CH:7]=[CH:6][CH:5]=[CH:4][C:3]=1[C:8]([NH:10][C:11]1[CH:20]=[CH:19][C:14]([C:15]([NH:24][NH2:25])=[O:16])=[C:13]([O:21][CH3:22])[CH:12]=1)=[O:9]. (3) Given the reactants [Cl:1][C:2]1[CH:7]=[CH:6][C:5]([S:8]([NH:11][CH2:12][C:13]2[CH:18]=[CH:17][C:16]([C:19]#[N:20])=[CH:15][CH:14]=2)(=[O:10])=[O:9])=[CH:4][CH:3]=1.[Cl:21][C:22]1[CH:23]=[C:24]([CH:27]=[CH:28][CH:29]=1)[CH2:25]Br, predict the reaction product. The product is: [Cl:1][C:2]1[CH:7]=[CH:6][C:5]([S:8]([N:11]([CH2:25][C:24]2[CH:27]=[CH:28][CH:29]=[C:22]([Cl:21])[CH:23]=2)[CH2:12][C:13]2[CH:18]=[CH:17][C:16]([C:19]#[N:20])=[CH:15][CH:14]=2)(=[O:9])=[O:10])=[CH:4][CH:3]=1. (4) Given the reactants [CH2:1]([C:3]1[C:4]2[CH2:17][CH2:16][N:15]([C:18]([O:20][C:21]([CH3:24])([CH3:23])[CH3:22])=[O:19])[CH2:14][CH2:13][C:5]=2[CH:6]=[C:7]2[C:12]=1[NH:11][CH2:10][CH2:9][CH2:8]2)[CH3:2].[CH2:25]([O:29][CH3:30])[CH:26]1[O:28][CH2:27]1.FC(F)(F)S([O-])(=O)=O.[Yb+3].FC(F)(F)S([O-])(=O)=O.FC(F)(F)S([O-])(=O)=O.C(=O)(O)[O-].[Na+], predict the reaction product. The product is: [CH2:1]([C:3]1[C:4]2[CH2:17][CH2:16][N:15]([C:18]([O:20][C:21]([CH3:23])([CH3:22])[CH3:24])=[O:19])[CH2:14][CH2:13][C:5]=2[CH:6]=[C:7]2[C:12]=1[N:11]([CH2:27][CH:26]([OH:28])[CH2:25][O:29][CH3:30])[CH2:10][CH2:9][CH2:8]2)[CH3:2]. (5) Given the reactants [C:1]([O:5][C:6](=[O:34])[NH:7][C:8]1([C:12]2[CH:17]=[CH:16][C:15]([C:18]3[N:19]=[C:20]4[CH:25]=[C:24](Br)[CH:23]=[CH:22][N:21]4[C:27]=3[C:28]3[CH:33]=[CH:32][CH:31]=[CH:30][CH:29]=3)=[CH:14][CH:13]=2)[CH2:11][CH2:10][CH2:9]1)([CH3:4])([CH3:3])[CH3:2].C(=O)([O-])[O-].[Cs+].[Cs+].[CH3:41][NH:42][C:43]([NH2:45])=[O:44], predict the reaction product. The product is: [C:1]([O:5][C:6](=[O:34])[NH:7][C:8]1([C:12]2[CH:17]=[CH:16][C:15]([C:18]3[N:19]=[C:20]4[CH:25]=[C:24]([NH:45][C:43]([NH:42][CH3:41])=[O:44])[CH:23]=[CH:22][N:21]4[C:27]=3[C:28]3[CH:33]=[CH:32][CH:31]=[CH:30][CH:29]=3)=[CH:14][CH:13]=2)[CH2:11][CH2:10][CH2:9]1)([CH3:4])([CH3:3])[CH3:2]. (6) The product is: [Cl:1][C:2]1[CH:3]=[C:4]2[C:9](=[CH:10][C:11]=1[O:12][CH3:13])[NH:8][C:7]([CH3:14])=[C:6]([C:15]1[CH:20]=[CH:19][C:18]([O:21][C:22]3[CH:27]=[CH:26][C:25]([O:28][C:29]([F:30])([F:32])[F:31])=[CH:24][CH:23]=3)=[CH:17][CH:16]=1)[C:5]2=[O:33]. Given the reactants [Cl:1][C:2]1[CH:3]=[C:4]2[C:9](=[CH:10][C:11]=1[O:12][CH3:13])[N:8]=[C:7]([CH3:14])[C:6]([C:15]1[CH:20]=[CH:19][C:18]([O:21][C:22]3[CH:27]=[CH:26][C:25]([O:28][C:29]([F:32])([F:31])[F:30])=[CH:24][CH:23]=3)=[CH:17][CH:16]=1)=[C:5]2[O:33]CC.Br, predict the reaction product.